Dataset: Peptide-MHC class II binding affinity with 134,281 pairs from IEDB. Task: Regression. Given a peptide amino acid sequence and an MHC pseudo amino acid sequence, predict their binding affinity value. This is MHC class II binding data. (1) The peptide sequence is TSICSLYQLENYCN. The MHC is DRB1_0404 with pseudo-sequence DRB1_0404. The binding affinity (normalized) is 0.238. (2) The peptide sequence is HRPASVIKVLVAMAS. The MHC is DRB1_0701 with pseudo-sequence DRB1_0701. The binding affinity (normalized) is 0.144. (3) The binding affinity (normalized) is 0.340. The peptide sequence is MYRELLELVAADVES. The MHC is DRB5_0101 with pseudo-sequence DRB5_0101. (4) The MHC is DRB1_0101 with pseudo-sequence DRB1_0101. The peptide sequence is ETHFSDDIEQQADNM. The binding affinity (normalized) is 0.427. (5) The MHC is DRB1_0404 with pseudo-sequence DRB1_0404. The binding affinity (normalized) is 0.382. The peptide sequence is CIPSLEAAVKQAYAA. (6) The peptide sequence is LLNNQFGTMPSLTLA. The MHC is DRB1_0301 with pseudo-sequence DRB1_0301. The binding affinity (normalized) is 0.192. (7) The peptide sequence is MWDPDVYLAFSGHRN. The MHC is HLA-DQA10102-DQB10602 with pseudo-sequence HLA-DQA10102-DQB10602. The binding affinity (normalized) is 0.0692.